From a dataset of Catalyst prediction with 721,799 reactions and 888 catalyst types from USPTO. Predict which catalyst facilitates the given reaction. (1) The catalyst class is: 12. Reactant: [CH3:1][O:2][C:3]([C@@H:5]1[CH2:9][C@H:8]([NH:10]C(OC(C)(C)C)=O)[C@@H:7]([OH:18])[CH2:6]1)=[O:4].[ClH:19]. Product: [ClH:19].[CH3:1][O:2][C:3]([C@H:5]1[CH2:6][C@H:7]([OH:18])[C@@H:8]([NH2:10])[CH2:9]1)=[O:4]. (2) Reactant: [Br:1][C:2]1[CH:11]=[C:10]2[C:5]([N:6]=[CH:7][C:8](Cl)=[N:9]2)=[CH:4][CH:3]=1.[NH:13]1[CH2:18][CH2:17][O:16][CH2:15][CH2:14]1. Product: [Br:1][C:2]1[CH:11]=[C:10]2[C:5]([N:6]=[CH:7][C:8]([N:13]3[CH2:18][CH2:17][O:16][CH2:15][CH2:14]3)=[N:9]2)=[CH:4][CH:3]=1. The catalyst class is: 9.